This data is from Catalyst prediction with 721,799 reactions and 888 catalyst types from USPTO. The task is: Predict which catalyst facilitates the given reaction. (1) Reactant: Cl[C:2]1[C:11]([O:12][CH2:13][CH3:14])=[C:10]([Cl:15])[C:9]2[C:4](=[CH:5][CH:6]=[C:7]([C:16]([C:28]3[N:32]([CH3:33])[CH:31]=[N:30][CH:29]=3)([C:18]3[CH:19]=[N:20][C:21]([C:24]([F:27])([F:26])[F:25])=[CH:22][CH:23]=3)[OH:17])[CH:8]=2)[N:3]=1.[C:34](O)(C(F)(F)F)=[O:35].C[O-].[Na+]. Product: [Cl:15][C:10]1[C:9]2[C:4](=[CH:5][CH:6]=[C:7]([C:16]([C:28]3[N:32]([CH3:33])[CH:31]=[N:30][CH:29]=3)([C:18]3[CH:19]=[N:20][C:21]([C:24]([F:27])([F:26])[F:25])=[CH:22][CH:23]=3)[OH:17])[CH:8]=2)[N:3]=[C:2]([O:35][CH3:34])[C:11]=1[O:12][CH2:13][CH3:14]. The catalyst class is: 308. (2) Reactant: [Cl:1][C:2]1[CH:3]=[C:4]([C:12]2[S:16][C:15]([C:17]3[C:18]([CH2:32][CH3:33])=[C:19]([CH2:23][N:24]4[CH2:27][CH:26]([C:28]([O:30]C)=[O:29])[CH2:25]4)[CH:20]=[CH:21][CH:22]=3)=[N:14][N:13]=2)[CH:5]=[CH:6][C:7]=1[O:8][CH:9]([CH3:11])[CH3:10].[OH-].[Na+]. Product: [Cl:1][C:2]1[CH:3]=[C:4]([C:12]2[S:16][C:15]([C:17]3[C:18]([CH2:32][CH3:33])=[C:19]([CH:20]=[CH:21][CH:22]=3)[CH2:23][N:24]3[CH2:25][CH:26]([C:28]([OH:30])=[O:29])[CH2:27]3)=[N:14][N:13]=2)[CH:5]=[CH:6][C:7]=1[O:8][CH:9]([CH3:10])[CH3:11]. The catalyst class is: 252. (3) Reactant: N1C=CC=CC=1N.[NH2:8][C:9]1[C:10]([Cl:16])=[N:11][CH:12]=[C:13]([Br:15])[CH:14]=1.N1C=CC=CC=1.[C:23]1([S:29](Cl)(=[O:31])=[O:30])[CH:28]=[CH:27][CH:26]=[CH:25][CH:24]=1. Product: [Br:15][C:13]1[CH:14]=[C:9]([NH:8][S:29]([C:23]2[CH:28]=[CH:27][CH:26]=[CH:25][CH:24]=2)(=[O:31])=[O:30])[C:10]([Cl:16])=[N:11][CH:12]=1. The catalyst class is: 4. (4) Reactant: [CH2:1]([O:3][C@@H:4]([CH2:8][C:9]1[CH:14]=[CH:13][C:12]([O:15][CH2:16][C:17]2[CH:22]=[CH:21][C:20]([S:23]([CH3:26])(=[O:25])=[O:24])=[CH:19][CH:18]=2)=[CH:11][CH:10]=1)[C:5]([OH:7])=O)[CH3:2].F[P-](F)(F)(F)(F)F.C[N+](C)=[C:36](N(C)C)[O:37][N:38]1C2N=CC=CC=2N=N1.C(N(CC)C(C)C)(C)C.[Cl-].CO[NH3+]. Product: [CH2:1]([O:3][C@@H:4]([CH2:8][C:9]1[CH:14]=[CH:13][C:12]([O:15][CH2:16][C:17]2[CH:22]=[CH:21][C:20]([S:23]([CH3:26])(=[O:25])=[O:24])=[CH:19][CH:18]=2)=[CH:11][CH:10]=1)[C:5]([NH:38][O:37][CH3:36])=[O:7])[CH3:2]. The catalyst class is: 35. (5) Reactant: [CH3:1][C:2]1[N:6]=[C:5]([CH2:7][C:8]#[N:9])[O:4][N:3]=1.[CH3:10][N:11]([CH:13](OC)OC)[CH3:12]. Product: [CH3:12][N:11]([CH3:10])/[CH:13]=[C:7](\[C:5]1[O:4][N:3]=[C:2]([CH3:1])[N:6]=1)/[C:8]#[N:9]. The catalyst class is: 11.